Dataset: Reaction yield outcomes from USPTO patents with 853,638 reactions. Task: Predict the reaction yield, written as a fraction of the theoretical maximum amount of product (1.0 means a 100% yield; for example, 0.34 means a 34% yield). (1) The reactants are [CH2:1]([N:8]1[CH2:12][CH:11]([CH3:13])[CH:10]([C:14]2[NH:19][C:18](=[O:20])[C:17]3=[CH:21][N:22]=[C:23](I)[N:16]3[N:15]=2)[CH2:9]1)[C:2]1[CH:7]=[CH:6][CH:5]=[CH:4][CH:3]=1.CC1(C)C(C)(C)OB([C:33]2[CH2:34][CH2:35][O:36][CH2:37][CH:38]=2)O1.P([O-])([O-])([O-])=O.[K+].[K+].[K+].N#N.CC1(C)C2C(=C(P(C3C=CC=CC=3)C3C=CC=CC=3)C=CC=2)OC2C(P(C3C=CC=CC=3)C3C=CC=CC=3)=CC=CC1=2. The catalyst is CN(C=O)C.C1C=CC(P(C2C=CC=CC=2)[C-]2C=CC=C2)=CC=1.C1C=CC(P(C2C=CC=CC=2)[C-]2C=CC=C2)=CC=1.Cl[Pd]Cl.[Fe+2]. The product is [CH2:1]([N:8]1[CH2:12][CH:11]([CH3:13])[CH:10]([C:14]2[NH:19][C:18](=[O:20])[C:17]3=[CH:21][N:22]=[C:23]([C:33]4[CH2:38][CH2:37][O:36][CH2:35][CH:34]=4)[N:16]3[N:15]=2)[CH2:9]1)[C:2]1[CH:7]=[CH:6][CH:5]=[CH:4][CH:3]=1. The yield is 0.550. (2) The catalyst is C1C=CC=CC=1. The yield is 0.730. The reactants are O.[C:2]([OH:6])(=[O:5])[CH:3]=[O:4].[CH3:7][C:8]([CH3:13])([CH2:11]O)[CH2:9][OH:10]. The product is [C:2]([CH:3]1[O:10][CH2:9][C:8]([CH3:13])([CH3:11])[CH2:7][O:4]1)([OH:6])=[O:5]. (3) The reactants are Br[C:2]1[CH:7]=[CH:6][C:5]([Br:8])=[CH:4][N:3]=1.[NH2:9][C:10]1[CH:15]=[CH:14][CH:13]=[CH:12][CH:11]=1. No catalyst specified. The product is [C:10]1([NH:9][C:4]2[C:5]([Br:8])=[CH:6][CH:7]=[CH:2][N:3]=2)[CH:15]=[CH:14][CH:13]=[CH:12][CH:11]=1. The yield is 0.670. (4) The product is [F:21][C:22]1[CH:27]=[C:26]([F:28])[N:25]=[C:24]([NH:29][CH2:3][C:4]2[N:8]3[CH:9]=[C:10]([F:13])[CH:11]=[CH:12][C:7]3=[N:6][C:5]=2[C:14]2[CH:19]=[CH:18][C:17]([F:20])=[CH:16][CH:15]=2)[N:23]=1. The reactants are Cl.Cl[CH2:3][C:4]1[N:8]2[CH:9]=[C:10]([F:13])[CH:11]=[CH:12][C:7]2=[N:6][C:5]=1[C:14]1[CH:19]=[CH:18][C:17]([F:20])=[CH:16][CH:15]=1.[F:21][C:22]1[CH:27]=[C:26]([F:28])[N:25]=[C:24]([NH2:29])[N:23]=1. No catalyst specified. The yield is 0.390. (5) The reactants are [C:1](CC(O)=O)#[N:2].C(O[C:11](=[O:13])[CH3:12])(=O)C.[CH2:14]([NH:18][C:19]([NH:21][CH3:22])=[S:20])[CH:15]([CH3:17])[CH3:16].[OH-].[Na+]. The catalyst is C(O)C. The product is [NH2:2][C:1]1[N:18]([CH2:14][CH:15]([CH3:17])[CH3:16])[C:19](=[S:20])[N:21]([CH3:22])[C:11](=[O:13])[CH:12]=1. The yield is 0.290. (6) The reactants are [F:1][CH:2]([F:24])[O:3][C:4]1[CH:5]=[C:6]([N:10]2[CH:15]=[CH:14][C:13](=[O:16])[C:12]([C:17](=O)[CH:18]=[CH:19][N:20](C)C)=[N:11]2)[CH:7]=[CH:8][CH:9]=1.[C:25]1([NH:31]N)[CH:30]=[CH:29][CH:28]=[CH:27][CH:26]=1. The catalyst is CO. The product is [F:1][CH:2]([F:24])[O:3][C:4]1[CH:5]=[C:6]([N:10]2[CH:15]=[CH:14][C:13](=[O:16])[C:12]([C:17]3[N:31]([C:25]4[CH:30]=[CH:29][CH:28]=[CH:27][CH:26]=4)[N:20]=[CH:19][CH:18]=3)=[N:11]2)[CH:7]=[CH:8][CH:9]=1. The yield is 0.140.